Task: Predict which catalyst facilitates the given reaction.. Dataset: Catalyst prediction with 721,799 reactions and 888 catalyst types from USPTO Reactant: Cl[C:2]1[CH:3]=[C:4]([C:9]2[N:13]3[C:14]4[N:22]=[C:21]([O:23][CH3:24])[CH:20]=[CH:19][C:15]=4[N:16]=[C:17]([CH3:18])[C:12]3=[C:11]([CH3:25])[N:10]=2)[CH:5]=[C:6](Cl)[CH:7]=1.[CH3:26][O:27][NH:28][C:29](C1C=C(B(O)O)C=CC=1)=[O:30].C([O-])([O-])=O.[K+].[K+]. Product: [CH3:26][O:27][NH:28][C:29](=[O:30])[C:6]1[CH:7]=[CH:2][CH:3]=[C:4]([C:9]2[N:13]3[C:14]4[N:22]=[C:21]([O:23][CH3:24])[CH:20]=[CH:19][C:15]=4[N:16]=[C:17]([CH3:18])[C:12]3=[C:11]([CH3:25])[N:10]=2)[CH:5]=1. The catalyst class is: 73.